Dataset: Forward reaction prediction with 1.9M reactions from USPTO patents (1976-2016). Task: Predict the product of the given reaction. (1) Given the reactants [Cl:1][C:2]1[N:3]=[C:4]([N:22]2[CH2:27][CH2:26][O:25][CH2:24][CH2:23]2)[C:5]2[S:10][C:9]([CH2:11]N3CC4(CCN(C)CC4)C3)=[CH:8][C:6]=2[N:7]=1.[N:28]1([C@H:32]2[CH2:37][CH2:36][NH:35][CH2:34][C@H:33]2[F:38])[CH2:31][CH2:30][CH2:29]1, predict the reaction product. The product is: [N:28]1([C@H:32]2[CH2:37][CH2:36][N:35]([CH2:11][C:9]3[S:10][C:5]4[C:4]([N:22]5[CH2:27][CH2:26][O:25][CH2:24][CH2:23]5)=[N:3][C:2]([Cl:1])=[N:7][C:6]=4[CH:8]=3)[CH2:34][C@H:33]2[F:38])[CH2:29][CH2:30][CH2:31]1. (2) Given the reactants Cl.[CH3:2][N:3]1[C:18]2[C:13](=[CH:14][CH:15]=[CH:16][CH:17]=2)[C:5]([CH2:6][C@@H:7]([C:9]([O:11][CH3:12])=[O:10])[NH2:8])=[CH:4]1.C(N(CC)CC)C.[F:26][C:27]1[CH:37]=[CH:36][C:30]([CH:31]=[CH:32][C:33](O)=[O:34])=[CH:29][CH:28]=1.CCN=C=NCCCN(C)C.Cl, predict the reaction product. The product is: [F:26][C:27]1[CH:28]=[CH:29][C:30]([CH:31]=[CH:32][C:33]([NH:8][C@H:7]([C:9]([O:11][CH3:12])=[O:10])[CH2:6][C:5]2[C:13]3[C:18](=[CH:17][CH:16]=[CH:15][CH:14]=3)[N:3]([CH3:2])[CH:4]=2)=[O:34])=[CH:36][CH:37]=1.